This data is from Reaction yield outcomes from USPTO patents with 853,638 reactions. The task is: Predict the reaction yield, written as a fraction of the theoretical maximum amount of product (1.0 means a 100% yield; for example, 0.34 means a 34% yield). (1) The reactants are [NH2:1][C:2]1[C:3](=[O:9])[N:4]([CH3:8])[N:5]=[CH:6][CH:7]=1.[Cl:10][C:11]1[CH:23]=[C:22]([Cl:24])[C:21]([Cl:25])=[CH:20][C:12]=1[O:13][CH:14]1[CH2:19][CH2:18][NH:17][CH2:16][CH2:15]1.Cl.FC(F)(F)C1C=CC=C[C:30]=1[O:31]C1CCNCC1. No catalyst specified. The product is [CH3:8][N:4]1[C:3](=[O:9])[C:2]([NH:1][C:30]([N:17]2[CH2:18][CH2:19][CH:14]([O:13][C:12]3[CH:20]=[C:21]([Cl:25])[C:22]([Cl:24])=[CH:23][C:11]=3[Cl:10])[CH2:15][CH2:16]2)=[O:31])=[CH:7][CH:6]=[N:5]1. The yield is 0.460. (2) The catalyst is CO. The reactants are [F:1][C:2]([F:7])([F:6])[C:3]([OH:5])=[O:4].[C:8]1([C:14]2[CH:19]=[C:18]([CH:20]3[CH2:25][CH2:24][N:23]([C:26](=[O:32])[CH2:27][NH:28]CCO)[CH2:22][CH2:21]3)[CH:17]=[CH:16][C:15]=2[NH:33][C:34]([C:36]2[NH:37][CH:38]=[C:39]([C:41]#[N:42])[N:40]=2)=[O:35])[CH2:13][CH2:12][CH2:11][CH2:10][CH:9]=1.[BH-](OC(C)=O)(OC(C)=O)[O:44][C:45]([CH3:47])=O.[Na+].C=O. The yield is 0.00100. The product is [C:3]([OH:5])([C:2]([F:7])([F:6])[F:1])=[O:4].[F:1][C:2]([F:7])([F:6])[C:3]([OH:5])=[O:4].[C:8]1([C:14]2[CH:19]=[C:18]([CH:20]3[CH2:21][CH2:22][N:23]([C:26](=[O:32])[C:27]([CH3:2])([NH2:28])[CH2:47][CH2:45][OH:44])[CH2:24][CH2:25]3)[CH:17]=[CH:16][C:15]=2[NH:33][C:34]([C:36]2[NH:37][CH:38]=[C:39]([C:41]#[N:42])[N:40]=2)=[O:35])[CH2:13][CH2:12][CH2:11][CH2:10][CH:9]=1. (3) The reactants are [ClH:1].[CH:2]1([NH:5][C:6]([NH:8][C:9]2[CH:14]=[CH:13][C:12]([C:15]3[N:16]=[C:17]([N:24]4[CH2:29][CH2:28][O:27][CH2:26][C@H:25]4C)[C:18]4[CH2:23][NH:22][CH2:21][C:19]=4[N:20]=3)=[C:11]([F:31])[CH:10]=2)=[O:7])C[CH2:3]1.C(NC(=O)NC1C=CC(C2N=C(N3CCOCC3)C3CN(C(OC(C)(C)C)=O)CC=3N=2)=C(F)C=1)C. No catalyst specified. The product is [ClH:1].[CH2:2]([NH:5][C:6]([NH:8][C:9]1[CH:14]=[CH:13][C:12]([C:15]2[N:16]=[C:17]([N:24]3[CH2:25][CH2:26][O:27][CH2:28][CH2:29]3)[C:18]3[CH2:23][NH:22][CH2:21][C:19]=3[N:20]=2)=[C:11]([F:31])[CH:10]=1)=[O:7])[CH3:3]. The yield is 0.600. (4) The reactants are Cl.[NH2:2][CH2:3][C:4]1[CH:9]=[C:8]([F:10])[C:7]([NH:11][S:12]([CH3:15])(=[O:14])=[O:13])=[C:6]([C:16]#[CH:17])[CH:5]=1.[C:18]([C:22]1[N:27]=[CH:26][C:25]([CH:28]=[CH:29][C:30](O)=[O:31])=[C:24]([C:33]([F:36])([F:35])[F:34])[CH:23]=1)([CH3:21])([CH3:20])[CH3:19].CN1C(=O)CCC1. The catalyst is C1COCC1. The product is [C:18]([C:22]1[N:27]=[CH:26][C:25]([CH:28]=[CH:29][C:30]([NH:2][CH2:3][C:4]2[CH:9]=[C:8]([F:10])[C:7]([NH:11][S:12]([CH3:15])(=[O:14])=[O:13])=[C:6]([C:16]#[CH:17])[CH:5]=2)=[O:31])=[C:24]([C:33]([F:36])([F:34])[F:35])[CH:23]=1)([CH3:21])([CH3:19])[CH3:20]. The yield is 0.302. (5) The product is [CH:10]([NH:9][C:7](=[O:8])[C:6]1[CH:13]=[C:2]([CH3:29])[C:3]([O:14][CH2:15][C:16]2[C:17]([C:22]3[CH:27]=[CH:26][CH:25]=[CH:24][CH:23]=3)=[N:18][O:19][C:20]=2[CH3:21])=[N:4][CH:5]=1)([CH3:12])[CH3:11]. The yield is 0.520. The reactants are Br[C:2]1[C:3]([O:14][CH2:15][C:16]2[C:17]([C:22]3[CH:27]=[CH:26][CH:25]=[CH:24][CH:23]=3)=[N:18][O:19][C:20]=2[CH3:21])=[N:4][CH:5]=[C:6]([CH:13]=1)[C:7]([NH:9][CH:10]([CH3:12])[CH3:11])=[O:8].Br[C:29]1C(OCC2C(C3C=CC=CC=3)=NOC=2C)=NC=C(C=1)C(NC1CCOCC1)=O. No catalyst specified. (6) The reactants are [F:1][C:2]([F:17])([F:16])[CH2:3][S:4][CH2:5][C:6]([C:8]1[CH:15]=[CH:14][C:11]([C:12]#[N:13])=[CH:10][CH:9]=1)=[O:7].[CH2:18](O)[CH2:19][OH:20].C1(C)C=CC(S(O)(=O)=O)=CC=1. The catalyst is C1(C)C=CC=CC=1. The product is [F:17][C:2]([F:1])([F:16])[CH2:3][S:4][CH2:5][C:6]1([O:20][CH2:19][CH2:18][O:7]1)[C:8]1[CH:15]=[CH:14][C:11]([C:12]#[N:13])=[CH:10][CH:9]=1. The yield is 0.510. (7) The catalyst is CO. The product is [N:31]1[C:23]([NH:22][CH:20]([C:8]2[N:9]([C:13]3[CH:18]=[CH:17][CH:16]=[CH:15][C:14]=3[CH3:19])[C:10](=[O:12])[C:11]3[C:6]([CH:7]=2)=[CH:5][CH:4]=[CH:3][C:2]=3[CH3:1])[CH3:21])=[C:24]2[C:28]([NH:27][CH:26]=[N:25]2)=[N:29][CH:30]=1. The reactants are [CH3:1][C:2]1[CH:3]=[CH:4][CH:5]=[C:6]2[C:11]=1[C:10](=[O:12])[N:9]([C:13]1[CH:18]=[CH:17][CH:16]=[CH:15][C:14]=1[CH3:19])[C:8]([CH:20]([NH:22][C:23]1[N:31]=[CH:30][N:29]=[C:28]3[C:24]=1[N:25]=[CH:26][N:27]3C1CCCCO1)[CH3:21])=[CH:7]2.C([O-])(O)=O.[Na+]. The yield is 0.540.